This data is from Forward reaction prediction with 1.9M reactions from USPTO patents (1976-2016). The task is: Predict the product of the given reaction. (1) Given the reactants Br[C:2]1[CH:7]=[CH:6][CH:5]=[CH:4][CH:3]=1.[O:8]1[C:12]2([CH2:17][CH2:16][C:15](=[O:18])[CH2:14][CH2:13]2)[O:11][CH2:10][CH2:9]1, predict the reaction product. The product is: [C:2]1([C:15]2([OH:18])[CH2:16][CH2:17][C:12]3([O:11][CH2:10][CH2:9][O:8]3)[CH2:13][CH2:14]2)[CH:7]=[CH:6][CH:5]=[CH:4][CH:3]=1. (2) Given the reactants [CH3:1][C:2]1[CH:7]=[CH:6][C:5]([CH:8]2[CH2:13][N:12]([C:14]([N:16]3[CH2:21][CH2:20][O:19][CH2:18][CH2:17]3)=[O:15])[CH2:11][CH:10]([C:22]([OH:24])=O)[CH2:9]2)=[CH:4][C:3]=1[C:25]([F:28])([F:27])[F:26].O[NH:30][C:31](=[NH:37])[CH2:32][S:33]([CH3:36])(=[O:35])=[O:34], predict the reaction product. The product is: [CH3:36][S:33]([CH2:32][C:31]1[N:37]=[C:22]([CH:10]2[CH2:9][CH:8]([C:5]3[CH:6]=[CH:7][C:2]([CH3:1])=[C:3]([C:25]([F:28])([F:27])[F:26])[CH:4]=3)[CH2:13][N:12]([C:14]([N:16]3[CH2:17][CH2:18][O:19][CH2:20][CH2:21]3)=[O:15])[CH2:11]2)[O:24][N:30]=1)(=[O:35])=[O:34]. (3) The product is: [CH3:1][O:2][C:3]1[CH:8]=[CH:7][CH:6]=[CH:5][C:4]=1[CH:9]([CH2:14][C:15]1[CH:20]=[CH:19][CH:18]=[CH:17][CH:16]=1)[C:10]([OH:12])=[O:11]. Given the reactants [CH3:1][O:2][C:3]1[CH:8]=[CH:7][CH:6]=[CH:5][C:4]=1[CH:9]([CH2:14][C:15]1[CH:20]=[CH:19][CH:18]=[CH:17][CH:16]=1)[C:10]([O:12]C)=[O:11].[OH-].[Na+].O.Cl, predict the reaction product. (4) Given the reactants [CH2:1]([O:3][C:4](=[O:17])[CH2:5][C:6]1[CH:11]=[CH:10][CH:9]=[C:8]([S:12][CH2:13][C:14](=O)[CH3:15])[N:7]=1)[CH3:2].Cl.[Cl:19][C:20]1[C:21]([F:28])=[C:22]([NH:26]N)[CH:23]=[CH:24][CH:25]=1, predict the reaction product. The product is: [CH2:1]([O:3][C:4](=[O:17])[CH2:5][C:6]1[CH:11]=[CH:10][CH:9]=[C:8]([S:12][C:13]2[C:23]3[C:22](=[C:21]([F:28])[C:20]([Cl:19])=[CH:25][CH:24]=3)[NH:26][C:14]=2[CH3:15])[N:7]=1)[CH3:2].